Dataset: Peptide-MHC class II binding affinity with 134,281 pairs from IEDB. Task: Regression. Given a peptide amino acid sequence and an MHC pseudo amino acid sequence, predict their binding affinity value. This is MHC class II binding data. The peptide sequence is WDKFLANVSTVLTGK. The MHC is DRB1_0405 with pseudo-sequence DRB1_0405. The binding affinity (normalized) is 0.675.